From a dataset of Catalyst prediction with 721,799 reactions and 888 catalyst types from USPTO. Predict which catalyst facilitates the given reaction. Reactant: [F:1][C:2]1[CH:10]=[C:9]2[C:5]([CH:6]=[CH:7][NH:8]2)=[CH:4][CH:3]=1.Cl.[CH3:12][NH:13][CH3:14].C=O.[CH2:17](O)CCC. Product: [F:1][C:2]1[CH:10]=[C:9]2[C:5]([C:6]([CH2:12][N:13]([CH3:17])[CH3:14])=[CH:7][NH:8]2)=[CH:4][CH:3]=1. The catalyst class is: 13.